From a dataset of Reaction yield outcomes from USPTO patents with 853,638 reactions. Predict the reaction yield, written as a fraction of the theoretical maximum amount of product (1.0 means a 100% yield; for example, 0.34 means a 34% yield). (1) The reactants are [Cl-].O[NH3+:3].[C:4](=[O:7])([O-])[OH:5].[Na+].CS(C)=O.[C:13]([C:15]1[CH:20]=[CH:19][CH:18]=[CH:17][C:16]=1[C:21]1[CH:26]=[CH:25][C:24]([CH2:27][C:28]2[C:29](=[O:53])[N:30]([C@H:41]3[CH2:46][CH2:45][C@H:44]([O:47][CH:48]([CH3:52])[C:49]([NH2:51])=O)[CH2:43][CH2:42]3)[C:31]3[N:32]([N:37]=[C:38]([CH3:40])[N:39]=3)[C:33]=2[CH2:34][CH2:35][CH3:36])=[C:23]([F:54])[CH:22]=1)#[N:14]. The catalyst is C(OCC)(=O)C. The product is [F:54][C:23]1[CH:22]=[C:21]([C:16]2[CH:17]=[CH:18][CH:19]=[CH:20][C:15]=2[C:13]2[NH:14][C:4](=[O:7])[O:5][N:3]=2)[CH:26]=[CH:25][C:24]=1[CH2:27][C:28]1[C:29](=[O:53])[N:30]([C@H:41]2[CH2:46][CH2:45][C@H:44]([O:47][CH:48]([CH3:52])[C:49]#[N:51])[CH2:43][CH2:42]2)[C:31]2[N:32]([N:37]=[C:38]([CH3:40])[N:39]=2)[C:33]=1[CH2:34][CH2:35][CH3:36]. The yield is 0.280. (2) The reactants are [CH3:1][O:2][C:3]1[C:8]([CH:9]=[O:10])=[CH:7][CH:6]=[CH:5][N:4]=1.[OH-].[K+].[N+:13]([CH2:15][C:16]([N:18]1[CH2:22][CH2:21][CH2:20][CH2:19]1)=[O:17])#[C-:14]. The catalyst is CO. The product is [CH3:1][O:2][C:3]1[C:8]([C@@H:9]2[O:10][CH:14]=[N:13][C@H:15]2[C:16]([N:18]2[CH2:22][CH2:21][CH2:20][CH2:19]2)=[O:17])=[CH:7][CH:6]=[CH:5][N:4]=1. The yield is 0.500.